From a dataset of Forward reaction prediction with 1.9M reactions from USPTO patents (1976-2016). Predict the product of the given reaction. Given the reactants [C:1]([CH2:3][O:4][CH:5]([C:16]1[CH:21]=[CH:20][CH:19]=[CH:18][CH:17]=1)[C:6]1[CH:7]=[C:8]([CH:13]=[CH:14][CH:15]=1)[C:9]([O:11][CH3:12])=[O:10])#[N:2], predict the reaction product. The product is: [NH2:2][CH2:1][CH2:3][O:4][CH:5]([C:16]1[CH:17]=[CH:18][CH:19]=[CH:20][CH:21]=1)[C:6]1[CH:7]=[C:8]([CH:13]=[CH:14][CH:15]=1)[C:9]([O:11][CH3:12])=[O:10].